Dataset: Full USPTO retrosynthesis dataset with 1.9M reactions from patents (1976-2016). Task: Predict the reactants needed to synthesize the given product. (1) Given the product [CH2:1]([O:3][C:4](=[O:37])[CH:5]([C:6]1[C:15]([CH3:16])=[CH:14][C:13]2[C:8](=[CH:9][CH:10]=[CH:11][C:12]=2[O:17][CH3:18])[C:7]=1[C:42]1[CH:43]=[CH:44][C:39]([Cl:38])=[CH:40][CH:41]=1)[O:27][CH2:28][C:29]1[CH:34]=[CH:33][C:32]([O:35][CH3:36])=[CH:31][CH:30]=1)[CH3:2], predict the reactants needed to synthesize it. The reactants are: [CH2:1]([O:3][C:4](=[O:37])[CH:5]([O:27][CH2:28][C:29]1[CH:34]=[CH:33][C:32]([O:35][CH3:36])=[CH:31][CH:30]=1)[C:6]1[C:15]([CH3:16])=[CH:14][C:13]2[C:8](=[CH:9][CH:10]=[CH:11][C:12]=2[O:17][CH3:18])[C:7]=1OS(C(F)(F)F)(=O)=O)[CH3:2].[Cl:38][C:39]1[CH:44]=[CH:43][C:42](B(O)O)=[CH:41][CH:40]=1.CCO.C([O-])([O-])=O.[K+].[K+]. (2) Given the product [CH:22]1([CH2:1][N:2]([CH3:30])[C:3]2[CH:4]=[CH:5][C:6]([C:7]([NH:9][C:10]3[CH:11]=[N:12][C:13]4[C:18]([CH:19]=3)=[CH:17][CH:16]=[CH:15][CH:14]=4)=[O:8])=[CH:20][CH:21]=2)[CH2:27][CH2:26][CH2:25][CH2:24][CH2:23]1, predict the reactants needed to synthesize it. The reactants are: [CH3:1][NH:2][C:3]1[CH:21]=[CH:20][C:6]([C:7]([NH:9][C:10]2[CH:11]=[N:12][C:13]3[C:18]([CH:19]=2)=[CH:17][CH:16]=[CH:15][CH:14]=3)=[O:8])=[CH:5][CH:4]=1.[CH2:22]1[CH2:27][CH2:26][CH:25](C=O)[CH2:24][CH2:23]1.[C:30](O[BH-](OC(=O)C)OC(=O)C)(=O)C.C[N+](C)(C)C. (3) Given the product [OH:23][CH2:22][C:17]12[CH2:18][CH2:19][C:14]([C:7]3[NH:6][C:5]4[C:4](=[O:25])[N:3]([CH2:26][CH2:27][CH3:28])[C:2](=[O:1])[N:10]([CH2:11][CH2:12][CH3:13])[C:9]=4[N:8]=3)([CH2:21][CH2:20]1)[CH2:15][CH2:16]2, predict the reactants needed to synthesize it. The reactants are: [O:1]=[C:2]1[N:10]([CH2:11][CH2:12][CH3:13])[C:9]2[N:8]=[C:7]([C:14]34[CH2:21][CH2:20][C:17]([C:22](O)=[O:23])([CH2:18][CH2:19]3)[CH2:16][CH2:15]4)[NH:6][C:5]=2[C:4](=[O:25])[N:3]1[CH2:26][CH2:27][CH3:28]. (4) The reactants are: [Cl:1][C:2]1[CH:3]=[C:4]([C:9]([CH3:14])([CH3:13])[C:10](Cl)=[O:11])[CH:5]=[C:6]([Cl:8])[CH:7]=1.[CH2:15]([N:22]1[CH2:26][C@@H:25]([C:27]2[CH:32]=[CH:31][CH:30]=[CH:29][C:28]=2[CH3:33])[C@H:24]([NH:34][CH3:35])[CH2:23]1)[C:16]1[CH:21]=[CH:20][CH:19]=[CH:18][CH:17]=1.C(N(C(C)C)C(C)C)C. Given the product [CH2:15]([N:22]1[CH2:26][C@@H:25]([C:27]2[CH:32]=[CH:31][CH:30]=[CH:29][C:28]=2[CH3:33])[C@H:24]([N:34]([CH3:35])[C:10](=[O:11])[C:9]([C:4]2[CH:3]=[C:2]([Cl:1])[CH:7]=[C:6]([Cl:8])[CH:5]=2)([CH3:14])[CH3:13])[CH2:23]1)[C:16]1[CH:17]=[CH:18][CH:19]=[CH:20][CH:21]=1, predict the reactants needed to synthesize it. (5) Given the product [OH:26][CH2:27][C:28]1[N:29]=[N:30][N:31]([CH3:63])[C:32]=1[C:33]1[CH:45]=[N:44][C:43]2[C:42]3[CH:41]=[CH:40][C:39]([C:46]([O:48][CH3:49])=[O:47])=[CH:38][C:37]=3[N:36]([C@H:50]([C:57]3[CH:62]=[CH:61][CH:60]=[CH:59][CH:58]=3)[CH:51]3[CH2:52][CH2:53][O:54][CH2:55][CH2:56]3)[C:35]=2[CH:34]=1, predict the reactants needed to synthesize it. The reactants are: [F-].C([N+](CCCC)(CCCC)CCCC)CCC.[Si]([O:26][CH2:27][C:28]1[N:29]=[N:30][N:31]([CH2:63][Si](C)(C)C)[C:32]=1[C:33]1[CH:45]=[N:44][C:43]2[C:42]3[CH:41]=[CH:40][C:39]([C:46]([O:48][CH3:49])=[O:47])=[CH:38][C:37]=3[N:36]([C@H:50]([C:57]3[CH:62]=[CH:61][CH:60]=[CH:59][CH:58]=3)[CH:51]3[CH2:56][CH2:55][O:54][CH2:53][CH2:52]3)[C:35]=2[CH:34]=1)(C(C)(C)C)(C)C.